From a dataset of Reaction yield outcomes from USPTO patents with 853,638 reactions. Predict the reaction yield, written as a fraction of the theoretical maximum amount of product (1.0 means a 100% yield; for example, 0.34 means a 34% yield). (1) The reactants are [N:1]1[CH:6]=[CH:5][CH:4]=[C:3]([S:7](Cl)(=[O:9])=[O:8])[CH:2]=1.[NH2:11][C:12]1[CH:13]=[CH:14][CH:15]=[C:16]2[C:20]=1[N:19](COC)[C:18]([C:24]([O:26]CC)=[O:25])=[CH:17]2.[C:29](=O)([O-])[O-].[K+].[K+].CI. The catalyst is CN(C)C=O.C(OCC)(=O)C.[Cl-].[Na+].O.N1C=CC=CC=1. The product is [CH3:29][N:11]([S:7]([C:3]1[CH:2]=[N:1][CH:6]=[CH:5][CH:4]=1)(=[O:9])=[O:8])[C:12]1[CH:13]=[CH:14][CH:15]=[C:16]2[C:20]=1[NH:19][C:18]([C:24]([OH:26])=[O:25])=[CH:17]2. The yield is 0.370. (2) The yield is 0.360. The product is [O:1]1[C:5]2[CH:6]=[CH:7][CH:8]=[CH:9][C:4]=2[CH:3]=[C:2]1[CH2:10][CH:12]1[CH2:17][CH2:16][CH2:15][CH2:14][NH:13]1. The catalyst is C(O)COCCO. The reactants are [O:1]1[C:5]2[CH:6]=[CH:7][CH:8]=[CH:9][C:4]=2[CH:3]=[C:2]1[C:10]([CH:12]1[CH2:17][CH2:16][CH2:15][CH2:14][N:13]1C(OC(C)(C)C)=O)=O.O.NN.[OH-].[K+].O. (3) The reactants are [CH2:1]([O:8][C:9](=[O:29])[NH:10][C@@H:11]([CH3:28])[CH2:12][N:13]1[C:21]2[C:16](=[CH:17][CH:18]=[C:19]3[O:24][C:23]([C:25](=O)[NH2:26])=[CH:22][C:20]3=2)[CH:15]=[N:14]1)[C:2]1[CH:7]=[CH:6][CH:5]=[CH:4][CH:3]=1.S(Cl)(Cl)=O.[N:34]1[CH:39]=[CH:38][CH:37]=[CH:36][C:35]=1[N:40]1[CH2:45][CH2:44]N[CH2:42][CH2:41]1. The catalyst is ClCCl. The product is [CH2:1]([O:8][C:9](=[O:29])[NH:10][C@@H:11]([CH3:28])[CH2:12][N:13]1[C:21]2[C:16](=[CH:17][CH:18]=[C:19]3[O:24][C:23]([CH2:25][N:26]4[CH2:44][CH2:45][N:40]([C:35]5[CH:36]=[CH:37][CH:38]=[CH:39][N:34]=5)[CH2:41][CH2:42]4)=[CH:22][C:20]3=2)[CH:15]=[N:14]1)[C:2]1[CH:3]=[CH:4][CH:5]=[CH:6][CH:7]=1. The yield is 0.840. (4) The reactants are C(NC(C)C)(C)C.C([Li])CCC.CCCCCC.[Li+].CC([N-]C(C)C)C.[Br:27][C:28]1[S:29][CH:30]=[C:31]([Br:33])[N:32]=1.[C:34](=[O:36])=[O:35].[OH-].[Na+]. The catalyst is C1COCC1.O. The product is [Br:27][C:28]1[S:29][C:30]([C:34]([OH:36])=[O:35])=[C:31]([Br:33])[N:32]=1. The yield is 0.980. (5) The reactants are [H-].[Na+].[Cl:3][C:4]1[CH:9]=[CH:8][N:7]=[C:6]2[NH:10][CH:11]=[C:12]([CH2:13][CH3:14])[C:5]=12.Cl[CH2:16][O:17][CH2:18][CH2:19][Si:20]([CH3:23])([CH3:22])[CH3:21]. The catalyst is CN(C=O)C. The product is [Cl:3][C:4]1[CH:9]=[CH:8][N:7]=[C:6]2[N:10]([CH2:16][O:17][CH2:18][CH2:19][Si:20]([CH3:23])([CH3:22])[CH3:21])[CH:11]=[C:12]([CH2:13][CH3:14])[C:5]=12. The yield is 0.760. (6) The reactants are [NH2:1][C@@H:2]([C:6]([OH:8])=[O:7])[C@H:3]([CH3:5])[OH:4].C([O-])(O)=O.[Na+].[C:14]1([CH2:20][CH2:21][CH2:22][CH2:23][CH2:24][CH2:25][O:26][C:27](N2C=CC=CC2=O)=[O:28])[CH:19]=[CH:18][CH:17]=[CH:16][CH:15]=1. The catalyst is O.C1COCC1. The product is [OH:4][C@@H:3]([CH3:5])[C@@H:2]([NH:1][C:27]([O:26][CH2:25][CH2:24][CH2:23][CH2:22][CH2:21][CH2:20][C:14]1[CH:15]=[CH:16][CH:17]=[CH:18][CH:19]=1)=[O:28])[C:6]([OH:8])=[O:7]. The yield is 0.780. (7) The reactants are [N+:1]([C:4]1[CH:5]=[C:6]([OH:10])[CH:7]=[CH:8][CH:9]=1)([O-:3])=[O:2].[C:11]1(=O)[O:16][C:14](=[O:15])[C:13]2=[CH:17][CH:18]=[CH:19][CH:20]=[C:12]12. The catalyst is [Cl-].[Zn+2].[Cl-]. The product is [OH:10][C:6]1[CH:7]=[CH:8][C:9]([C:11]2([C:9]3[CH:8]=[CH:7][C:6]([OH:10])=[CH:5][C:4]=3[N+:1]([O-:3])=[O:2])[C:12]3[C:13](=[CH:17][CH:18]=[CH:19][CH:20]=3)[C:14](=[O:15])[O:16]2)=[C:4]([N+:1]([O-:3])=[O:2])[CH:5]=1. The yield is 0.810. (8) The reactants are [CH3:1][O:2][C:3]1[C:4]([CH2:12][N:13]([CH3:15])[CH3:14])=[C:5]2[C:9](=[CH:10][CH:11]=1)[NH:8][CH:7]=[CH:6]2.CN(C=O)C.[F:21][C:22]1[CH:27]=[CH:26][CH:25]=[C:24]([F:28])[C:23]=1[S:29](Cl)(=[O:31])=[O:30]. No catalyst specified. The product is [F:21][C:22]1[CH:27]=[CH:26][CH:25]=[C:24]([F:28])[C:23]=1[S:29]([N:8]1[C:9]2[C:5](=[C:4]([CH2:12][N:13]([CH3:14])[CH3:15])[C:3]([O:2][CH3:1])=[CH:11][CH:10]=2)[CH:6]=[CH:7]1)(=[O:31])=[O:30]. The yield is 0.240.